From a dataset of Peptide-MHC class I binding affinity with 185,985 pairs from IEDB/IMGT. Regression. Given a peptide amino acid sequence and an MHC pseudo amino acid sequence, predict their binding affinity value. This is MHC class I binding data. (1) The binding affinity (normalized) is 0.683. The MHC is HLA-A11:01 with pseudo-sequence HLA-A11:01. The peptide sequence is CVFKFIVAK. (2) The peptide sequence is NHVITKTMEL. The MHC is Mamu-A07 with pseudo-sequence Mamu-A07. The binding affinity (normalized) is 0.581. (3) The peptide sequence is DPHGPVQLSYYD. The MHC is HLA-A01:01 with pseudo-sequence HLA-A01:01. The binding affinity (normalized) is 0. (4) The peptide sequence is ERWFVRNPF. The MHC is HLA-B35:01 with pseudo-sequence HLA-B35:01. The binding affinity (normalized) is 0.0847. (5) The peptide sequence is YTDKYPNL. The MHC is H-2-Db with pseudo-sequence H-2-Db. The binding affinity (normalized) is 0. (6) The peptide sequence is KSQVLQQSTY. The MHC is HLA-A03:01 with pseudo-sequence HLA-A03:01. The binding affinity (normalized) is 0.0771. (7) The peptide sequence is RQMVNDMIF. The MHC is HLA-B15:03 with pseudo-sequence HLA-B15:03. The binding affinity (normalized) is 0.979. (8) The peptide sequence is MLTNAISSRV. The MHC is HLA-A68:02 with pseudo-sequence HLA-A68:02. The binding affinity (normalized) is 0.573. (9) The peptide sequence is NLPFDKTTIMA. The MHC is HLA-A02:03 with pseudo-sequence HLA-A02:03. The binding affinity (normalized) is 0.165.